This data is from Reaction yield outcomes from USPTO patents with 853,638 reactions. The task is: Predict the reaction yield, written as a fraction of the theoretical maximum amount of product (1.0 means a 100% yield; for example, 0.34 means a 34% yield). (1) The product is [CH2:1]([N:8]1[C:16]2[C:15](=[O:17])[N:14]([CH2:22][CH2:23][CH2:24][CH2:25][C:26](=[O:28])[CH3:27])[C:13](=[O:18])[N:12]([CH2:19][CH3:20])[C:11]=2[N:10]=[CH:9]1)[C:2]1[CH:7]=[CH:6][CH:5]=[CH:4][CH:3]=1. The reactants are [CH2:1]([N:8]1[C:16]2[C:15](=[O:17])[NH:14][C:13](=[O:18])[N:12]([CH2:19][CH3:20])[C:11]=2[N:10]=[CH:9]1)[C:2]1[CH:7]=[CH:6][CH:5]=[CH:4][CH:3]=1.Cl[CH2:22][CH2:23][CH2:24][CH2:25][C:26](=[O:28])[CH3:27]. The yield is 0.817. No catalyst specified. (2) The reactants are [F:1][C:2]1[C:11]([O:12][CH3:13])=[C:10]2[C:5]([CH:6]=[CH:7][C:8](O)=[N:9]2)=[CH:4][CH:3]=1.O=P(Cl)(Cl)[Cl:17]. No catalyst specified. The product is [Cl:17][C:8]1[CH:7]=[CH:6][C:5]2[C:10](=[C:11]([O:12][CH3:13])[C:2]([F:1])=[CH:3][CH:4]=2)[N:9]=1. The yield is 0.900. (3) The reactants are [C:1]([O:5][C:6]([N:8]1[CH2:12][CH:11]([OH:13])[CH2:10][CH:9]1[C:14]([O:16][CH2:17][C:18]([C:20]1[CH:25]=[CH:24][C:23]([Br:26])=[CH:22][CH:21]=1)=[O:19])=[O:15])=[O:7])([CH3:4])([CH3:3])[CH3:2].[F:27][C:28]([F:36])(S(F)(=O)=O)C(O)=O. The catalyst is CC#N.C(OCC)(=O)C. The product is [C:1]([O:5][C:6]([N:8]1[CH2:12][CH:11]([O:13][CH:28]([F:36])[F:27])[CH2:10][CH:9]1[C:14]([O:16][CH2:17][C:18]([C:20]1[CH:25]=[CH:24][C:23]([Br:26])=[CH:22][CH:21]=1)=[O:19])=[O:15])=[O:7])([CH3:4])([CH3:2])[CH3:3]. The yield is 0.610. (4) The reactants are [CH3:1][N:2]([CH3:21])[C:3]1[CH:8]=[CH:7][C:6]([C:9]2[C:17]3[C:12](=[CH:13][CH:14]=[C:15]([C:18]([NH2:20])=O)[CH:16]=3)[NH:11][N:10]=2)=[CH:5][CH:4]=1.COC(OC)[N:25]([CH3:27])C.[NH2:30]N. The catalyst is C(O)(=O)C. The product is [NH:30]1[C:18]([C:15]2[CH:16]=[C:17]3[C:12](=[CH:13][CH:14]=2)[NH:11][N:10]=[C:9]3[C:6]2[CH:7]=[CH:8][C:3]([N:2]([CH3:21])[CH3:1])=[CH:4][CH:5]=2)=[N:20][CH:27]=[N:25]1. The yield is 0.293. (5) The reactants are [CH3:1][C:2]1[CH:6]=[C:5]([C:7]([N:9]2[CH2:14][CH2:13][CH2:12][CH2:11][CH2:10]2)=[O:8])[S:4][C:3]=1[C:15]1[CH:16]=[C:17]2[C:22](=[C:23]([O:25]COCC[Si](C)(C)C)[CH:24]=1)[N:21]=[CH:20][N:19](COCC[Si](C)(C)C)[C:18]2=[O:42].O. The catalyst is C(O)=O. The product is [OH:25][C:23]1[CH:24]=[C:15]([C:3]2[S:4][C:5]([C:7]([N:9]3[CH2:14][CH2:13][CH2:12][CH2:11][CH2:10]3)=[O:8])=[CH:6][C:2]=2[CH3:1])[CH:16]=[C:17]2[C:22]=1[N:21]=[CH:20][NH:19][C:18]2=[O:42]. The yield is 0.900. (6) The reactants are [Cl:1][C:2]1[CH:7]=[CH:6][C:5]([S:8]([CH:11]2[CH2:16][CH2:15][NH:14][CH2:13][CH2:12]2)(=[O:10])=[O:9])=[CH:4][CH:3]=1.Cl[C:18]1[C:23]([F:24])=[CH:22][CH:21]=[CH:20][N:19]=1.CCN(C(C)C)C(C)C. The catalyst is O1CCOCC1. The product is [Cl:1][C:2]1[CH:3]=[CH:4][C:5]([S:8]([CH:11]2[CH2:16][CH2:15][N:14]([C:18]3[C:23]([F:24])=[CH:22][CH:21]=[CH:20][N:19]=3)[CH2:13][CH2:12]2)(=[O:9])=[O:10])=[CH:6][CH:7]=1. The yield is 0.130. (7) The reactants are [Cl:1][C:2]1[CH:9]=[CH:8][CH:7]=[CH:6][C:3]=1[CH:4]=O.[CH2:10]([O:12][C:13](=[O:24])[CH2:14][C:15](=[O:23])[CH2:16][O:17][CH2:18][CH2:19][N:20]=[N+:21]=[N-:22])[CH3:11].CC(O)=O.N1CCCCC1. The catalyst is CC(O)C. The product is [CH2:10]([O:12][C:13](=[O:24])[C:14](=[CH:4][C:3]1[CH:6]=[CH:7][CH:8]=[CH:9][C:2]=1[Cl:1])[C:15](=[O:23])[CH2:16][O:17][CH2:18][CH2:19][N:20]=[N+:21]=[N-:22])[CH3:11]. The yield is 0.829.